From a dataset of Forward reaction prediction with 1.9M reactions from USPTO patents (1976-2016). Predict the product of the given reaction. (1) Given the reactants Cl[C:2]1[N:11]=[C:10]([N:12]2[CH2:16][CH2:15][C@H:14]([NH:17][C:18](=[O:20])[CH3:19])[CH2:13]2)[C:9]2[C:4](=[CH:5][CH:6]=[CH:7][CH:8]=2)[N:3]=1.[N+:21]([C:24]1[CH:29]=[C:28]([NH2:30])[CH:27]=[CH:26][C:25]=1[NH2:31])([O-:23])=[O:22], predict the reaction product. The product is: [NH2:31][C:25]1[CH:26]=[CH:27][C:28]([NH:30][C:2]2[N:11]=[C:10]([N:12]3[CH2:16][CH2:15][C@H:14]([NH:17][C:18](=[O:20])[CH3:19])[CH2:13]3)[C:9]3[C:4](=[CH:5][CH:6]=[CH:7][CH:8]=3)[N:3]=2)=[CH:29][C:24]=1[N+:21]([O-:23])=[O:22]. (2) Given the reactants C(OC([NH:11][CH2:12][CH2:13][CH2:14][C@@H:15]([C:24]([OH:26])=O)[NH:16]C(OC(C)(C)C)=O)=O)C1C=CC=CC=1.[CH:27]1([S:31]([Cl:34])(=[O:33])=[O:32])[CH2:30][CH2:29][CH2:28]1.[NH:35]1[CH2:39][CH2:38][CH2:37][CH2:36]1, predict the reaction product. The product is: [ClH:34].[NH2:16][C@H:15]([C:24](=[O:26])[N:35]1[CH2:39][CH2:38][CH2:37][CH2:36]1)[CH2:14][CH2:13][CH2:12][NH:11][S:31]([CH:27]1[CH2:30][CH2:29][CH2:28]1)(=[O:33])=[O:32]. (3) Given the reactants C([O-])(O)=O.[Na+].[NH2:6][C:7]1[C:8]([C:22]([O:24]C)=[O:23])=[N:9][C:10]([C:14]2[C:19]([F:20])=[CH:18][CH:17]=[CH:16][C:15]=2[F:21])=[C:11]([F:13])[CH:12]=1.[Li+].[OH-].Cl, predict the reaction product. The product is: [NH2:6][C:7]1[C:8]([C:22]([OH:24])=[O:23])=[N:9][C:10]([C:14]2[C:19]([F:20])=[CH:18][CH:17]=[CH:16][C:15]=2[F:21])=[C:11]([F:13])[CH:12]=1. (4) The product is: [Si:1]([O:18][CH2:19][C@H:20]1[C@@H:24]([F:25])[CH2:23][C@H:22]([O:26][CH:40]2[CH2:41][CH2:42][CH2:43][CH2:44][O:39]2)[C@@H:21]1[CH2:27]/[CH:28]=[CH:29]\[CH2:30][CH2:31][CH2:32][C:33]([O:35][CH:36]([CH3:38])[CH3:37])=[O:34])([C:14]([CH3:15])([CH3:16])[CH3:17])([C:8]1[CH:9]=[CH:10][CH:11]=[CH:12][CH:13]=1)[C:2]1[CH:3]=[CH:4][CH:5]=[CH:6][CH:7]=1. Given the reactants [Si:1]([O:18][CH2:19][C@H:20]1[C@@H:24]([F:25])[CH2:23][C@H:22]([OH:26])[C@@H:21]1[CH2:27]/[CH:28]=[CH:29]\[CH2:30][CH2:31][CH2:32][C:33]([O:35][CH:36]([CH3:38])[CH3:37])=[O:34])([C:14]([CH3:17])([CH3:16])[CH3:15])([C:8]1[CH:13]=[CH:12][CH:11]=[CH:10][CH:9]=1)[C:2]1[CH:7]=[CH:6][CH:5]=[CH:4][CH:3]=1.[O:39]1[CH:44]=[CH:43][CH2:42][CH2:41][CH2:40]1, predict the reaction product. (5) The product is: [S:33]=[C:2]1[C:10]2([CH2:15][CH2:14][CH2:13][CH2:12][CH2:11]2)[C:9]2[C:4](=[CH:5][CH:6]=[C:7]([C:16]3[N:20]([CH3:21])[C:19]([C:22]#[N:23])=[CH:18][CH:17]=3)[CH:8]=2)[NH:3]1. Given the reactants O=[C:2]1[C:10]2([CH2:15][CH2:14][CH2:13][CH2:12][CH2:11]2)[C:9]2[C:4](=[CH:5][CH:6]=[C:7]([C:16]3[N:20]([CH3:21])[C:19]([C:22]#[N:23])=[CH:18][CH:17]=3)[CH:8]=2)[NH:3]1.COC1C=CC(P2(SP(C3C=CC(OC)=CC=3)(=S)S2)=[S:33])=CC=1.O, predict the reaction product.